This data is from NCI-60 drug combinations with 297,098 pairs across 59 cell lines. The task is: Regression. Given two drug SMILES strings and cell line genomic features, predict the synergy score measuring deviation from expected non-interaction effect. (1) Drug 1: CC1C(C(=O)NC(C(=O)N2CCCC2C(=O)N(CC(=O)N(C(C(=O)O1)C(C)C)C)C)C(C)C)NC(=O)C3=C4C(=C(C=C3)C)OC5=C(C(=O)C(=C(C5=N4)C(=O)NC6C(OC(=O)C(N(C(=O)CN(C(=O)C7CCCN7C(=O)C(NC6=O)C(C)C)C)C)C(C)C)C)N)C. Drug 2: CC(C)(C#N)C1=CC(=CC(=C1)CN2C=NC=N2)C(C)(C)C#N. Cell line: SF-295. Synergy scores: CSS=6.18, Synergy_ZIP=-5.08, Synergy_Bliss=-7.50, Synergy_Loewe=-17.8, Synergy_HSA=-11.5. (2) Drug 1: CC1=C2C(C(=O)C3(C(CC4C(C3C(C(C2(C)C)(CC1OC(=O)C(C(C5=CC=CC=C5)NC(=O)OC(C)(C)C)O)O)OC(=O)C6=CC=CC=C6)(CO4)OC(=O)C)O)C)O. Drug 2: C#CCC(CC1=CN=C2C(=N1)C(=NC(=N2)N)N)C3=CC=C(C=C3)C(=O)NC(CCC(=O)O)C(=O)O. Cell line: NCIH23. Synergy scores: CSS=34.8, Synergy_ZIP=-1.28, Synergy_Bliss=-4.16, Synergy_Loewe=-24.9, Synergy_HSA=-2.16.